From a dataset of Forward reaction prediction with 1.9M reactions from USPTO patents (1976-2016). Predict the product of the given reaction. The product is: [CH3:12][C:6]1[N:7]=[C:8]2[C:3]([C:2]([NH:13][C:14]3[CH:19]=[C:18]([CH2:20][O:21][C:22]4[CH:23]=[CH:24][CH:25]=[CH:26][CH:27]=4)[CH:17]=[CH:16][C:15]=3[S:28][C:29]3[CH:30]=[CH:31][C:32]([OH:35])=[CH:33][CH:34]=3)=[CH:11][CH:10]=[N:9]2)=[CH:4][CH:5]=1. Given the reactants Cl[C:2]1[CH:11]=[CH:10][N:9]=[C:8]2[C:3]=1[CH:4]=[CH:5][C:6]([CH3:12])=[N:7]2.[NH2:13][C:14]1[CH:19]=[C:18]([CH2:20][O:21][C:22]2[CH:27]=[CH:26][CH:25]=[CH:24][CH:23]=2)[CH:17]=[CH:16][C:15]=1[S:28][C:29]1[CH:34]=[CH:33][C:32]([OH:35])=[CH:31][CH:30]=1, predict the reaction product.